This data is from Full USPTO retrosynthesis dataset with 1.9M reactions from patents (1976-2016). The task is: Predict the reactants needed to synthesize the given product. (1) Given the product [CH2:9]([C:11]1[CH:16]=[CH:15][C:14]([N:17]([CH2:40][CH:41]([CH3:42])[CH3:43])[S:18]([C:21]2[CH:22]=[CH:23][C:24]([CH:31]([OH:39])[CH2:32][N:33]3[CH2:38][CH2:37][O:36][CH2:35][CH2:34]3)=[C:25]([CH2:26][OH:27])[CH:30]=2)(=[O:19])=[O:20])=[CH:13][CH:12]=1)[CH3:10], predict the reactants needed to synthesize it. The reactants are: [Li+].[B-](CC)(CC)CC.[CH2:9]([C:11]1[CH:16]=[CH:15][C:14]([N:17]([CH2:40][CH:41]([CH3:43])[CH3:42])[S:18]([C:21]2[CH:22]=[CH:23][C:24]([C:31](=[O:39])[CH2:32][N:33]3[CH2:38][CH2:37][O:36][CH2:35][CH2:34]3)=[C:25]([CH:30]=2)[C:26](OC)=[O:27])(=[O:20])=[O:19])=[CH:13][CH:12]=1)[CH3:10].Cl.C(=O)(O)[O-].[Na+]. (2) Given the product [N:28]([CH2:6][C@@H:7]1[CH2:11][CH2:10][N:9]([C:12]([O:14][C:15]([CH3:18])([CH3:17])[CH3:16])=[O:13])[CH2:8]1)=[N+:29]=[N-:30], predict the reactants needed to synthesize it. The reactants are: CS(O[CH2:6][C@@H:7]1[CH2:11][CH2:10][N:9]([C:12]([O:14][C:15]([CH3:18])([CH3:17])[CH3:16])=[O:13])[CH2:8]1)(=O)=O.CCN(C(C)C)C(C)C.[N-:28]=[N+:29]=[N-:30].[Na+]. (3) Given the product [CH2:1]([N:8]1[C:16]2[C:11](=[CH:12][C:13]([C:17]3[CH:22]=[CH:21][C:20]([F:23])=[C:19]([Cl:24])[CH:18]=3)=[CH:14][CH:15]=2)[C:10]([C:25](=[O:31])[C:26]([OH:28])=[O:27])=[CH:9]1)[C:2]1[CH:7]=[CH:6][CH:5]=[CH:4][CH:3]=1, predict the reactants needed to synthesize it. The reactants are: [CH2:1]([N:8]1[C:16]2[C:11](=[CH:12][C:13]([C:17]3[CH:22]=[CH:21][C:20]([F:23])=[C:19]([Cl:24])[CH:18]=3)=[CH:14][CH:15]=2)[C:10]([C:25](=[O:31])[C:26]([O:28]CC)=[O:27])=[CH:9]1)[C:2]1[CH:7]=[CH:6][CH:5]=[CH:4][CH:3]=1.[OH-].[K+]. (4) Given the product [CH:23]1([N:22]2[C:21]3[CH:29]=[CH:30][C:31]([C:33]([OH:35])=[O:34])=[CH:32][C:20]=3[N:19]=[C:18]2[C:13]2[CH:14]=[C:15]3[C:10](=[CH:11][CH:12]=2)[N:9]=[C:47]([C:41]2[CH:40]=[C:39]([O:38][CH3:37])[CH:44]=[C:43]([O:45][CH3:46])[CH:42]=2)[CH:48]=[CH:16]3)[CH2:24][CH2:25][CH2:26][CH2:27][CH2:28]1, predict the reactants needed to synthesize it. The reactants are: BrC1C=CC(O)=C(C2C=[CH:16][C:15]3[C:10](=[CH:11][CH:12]=[C:13]([C:18]4[N:22]([CH:23]5[CH2:28][CH2:27][CH2:26][CH2:25][CH2:24]5)[C:21]5[CH:29]=[CH:30][C:31]([C:33]([OH:35])=[O:34])=[CH:32][C:20]=5[N:19]=4)[CH:14]=3)[N:9]=2)C=1.[CH3:37][O:38][C:39]1[CH:40]=[C:41]([C:47](=O)[CH3:48])[CH:42]=[C:43]([O:45][CH3:46])[CH:44]=1.[OH-].[K+].